This data is from Reaction yield outcomes from USPTO patents with 853,638 reactions. The task is: Predict the reaction yield, written as a fraction of the theoretical maximum amount of product (1.0 means a 100% yield; for example, 0.34 means a 34% yield). (1) The reactants are C([Li])CCC.Br[C:7]1[CH:12]=[CH:11][C:10]([CH3:13])=[CH:9][C:8]=1[CH3:14].[CH:15]([C:17]1[CH:18]=[C:19]([NH:23][S:24]([CH3:27])(=[O:26])=[O:25])[CH:20]=[CH:21][CH:22]=1)=[O:16].C1COCC1.O. The catalyst is C1COCC1. The product is [CH3:14][C:8]1[CH:9]=[C:10]([CH3:13])[CH:11]=[CH:12][C:7]=1[CH:15]([OH:16])[C:17]1[CH:18]=[C:19]([NH:23][S:24]([CH3:27])(=[O:26])=[O:25])[CH:20]=[CH:21][CH:22]=1. The yield is 0.600. (2) The reactants are [CH:1]1[C:10]2[CH2:9][CH2:8][CH2:7][CH2:6][C:5]=2[CH:4]=[CH:3][C:2]=1[OH:11].[C:12](O)(=[O:14])[CH3:13]. The catalyst is C(Cl)Cl.Cl[Ti](Cl)(Cl)Cl. The product is [OH:11][C:2]1[C:3]([C:12](=[O:14])[CH3:13])=[CH:4][C:5]2[CH2:6][CH2:7][CH2:8][CH2:9][C:10]=2[CH:1]=1. The yield is 0.590. (3) The reactants are Br[C:2]1[C:7]([C:8]([F:11])([F:10])[F:9])=[CH:6][C:5]([NH:12][C:13]2[N:17]=[C:16]([NH2:18])[NH:15][N:14]=2)=[CH:4][C:3]=1[Cl:19].[CH2:20]([S:24]([C:27]1[CH:32]=[CH:31][C:30](B(O)O)=[CH:29][CH:28]=1)(=[O:26])=[O:25])[CH:21]([CH3:23])[CH3:22].C([O-])([O-])=O.[K+].[K+].COCCOC. The catalyst is C1C=CC([P]([Pd]([P](C2C=CC=CC=2)(C2C=CC=CC=2)C2C=CC=CC=2)([P](C2C=CC=CC=2)(C2C=CC=CC=2)C2C=CC=CC=2)[P](C2C=CC=CC=2)(C2C=CC=CC=2)C2C=CC=CC=2)(C2C=CC=CC=2)C2C=CC=CC=2)=CC=1.O.O1CCOCC1. The product is [Cl:19][C:3]1[C:2]([C:30]2[CH:29]=[CH:28][C:27]([S:24]([CH2:20][CH:21]([CH3:23])[CH3:22])(=[O:26])=[O:25])=[CH:32][CH:31]=2)=[C:7]([C:8]([F:11])([F:10])[F:9])[CH:6]=[C:5]([NH:12][C:13]2[N:17]=[C:16]([NH2:18])[NH:15][N:14]=2)[CH:4]=1. The yield is 0.230. (4) The reactants are C(O[C:6](=O)[N:7]([C@H:9]1[C@H:13]([C:14]2[CH:19]=[CH:18][CH:17]=[CH:16][CH:15]=2)[CH2:12][N:11]([C:20]([N:22]2[CH2:27][CH2:26][N:25]([S:28]([CH3:31])(=[O:30])=[O:29])[CH2:24][CH2:23]2)=[O:21])[CH2:10]1)C)(C)(C)C.C(O)(C(F)(F)F)=O.C(Cl)[Cl:41]. No catalyst specified. The product is [Cl:41][C:17]1[CH:18]=[CH:19][C:14]([C@H:13]2[C@H:9]([NH:7][CH3:6])[CH2:10][N:11]([C:20]([N:22]3[CH2:27][CH2:26][N:25]([S:28]([CH3:31])(=[O:30])=[O:29])[CH2:24][CH2:23]3)=[O:21])[CH2:12]2)=[CH:15][CH:16]=1. The yield is 0.980. (5) The reactants are [NH2:1][C:2]1[C:3]([CH3:9])=[C:4]([OH:8])[CH:5]=[CH:6][CH:7]=1.[C:10](O[C:10]([O:12][C:13]([CH3:16])([CH3:15])[CH3:14])=[O:11])([O:12][C:13]([CH3:16])([CH3:15])[CH3:14])=[O:11]. The catalyst is ClCCl. The product is [OH:8][C:4]1[C:3]([CH3:9])=[C:2]([NH:1][C:10](=[O:11])[O:12][C:13]([CH3:16])([CH3:15])[CH3:14])[CH:7]=[CH:6][CH:5]=1. The yield is 0.831. (6) The reactants are Cl.[NH:2]=[C:3]1[CH2:7][CH2:6][CH2:5][NH:4]1.Br[CH2:9][C:10]([C:12]1[CH:17]=[CH:16][CH:15]=[CH:14][CH:13]=1)=O.C(=O)([O-])[O-].[Na+].[Na+].O. The catalyst is CN(C)C=O. The product is [C:12]1([C:10]2[N:2]=[C:3]3[CH2:7][CH2:6][CH2:5][N:4]3[CH:9]=2)[CH:17]=[CH:16][CH:15]=[CH:14][CH:13]=1. The yield is 0.890. (7) The reactants are Cl[CH2:2][C:3]1[N:4]=[C:5]([CH3:8])[S:6][CH:7]=1.[CH2:9]([NH:16][C:17]([C:19]1[S:23][C:22]([N:24]2[CH:29]=[CH:28][C:27]([OH:30])=[CH:26][C:25]2=[O:31])=[N:21][C:20]=1[CH3:32])=[O:18])[C:10]1[CH:15]=[CH:14][CH:13]=[CH:12][CH:11]=1. No catalyst specified. The product is [CH2:9]([NH:16][C:17]([C:19]1[S:23][C:22]([N:24]2[CH:29]=[CH:28][C:27]([O:30][CH2:2][C:3]3[N:4]=[C:5]([CH3:8])[S:6][CH:7]=3)=[CH:26][C:25]2=[O:31])=[N:21][C:20]=1[CH3:32])=[O:18])[C:10]1[CH:15]=[CH:14][CH:13]=[CH:12][CH:11]=1. The yield is 0.200. (8) The reactants are Cl[S:2]([C:5]1[CH:6]=[C:7]([CH:11]=[CH:12][CH:13]=1)[C:8]([OH:10])=[O:9])(=[O:4])=[O:3].[OH-].[NH4+:15]. No catalyst specified. The product is [NH2:15][S:2]([C:5]1[CH:6]=[C:7]([CH:11]=[CH:12][CH:13]=1)[C:8]([OH:10])=[O:9])(=[O:4])=[O:3]. The yield is 0.960. (9) The reactants are CS(O[CH2:6][C:7]1([CH3:27])[CH2:12][CH2:11][C:10]([F:26])([S:13]([C:16]2[CH:21]=[CH:20][CH:19]=[C:18]([C:22]([F:25])([F:24])[F:23])[CH:17]=2)(=[O:15])=[O:14])[CH2:9][CH2:8]1)(=O)=O.[N-:28]=[N+:29]=[N-:30].[Na+]. The catalyst is CN(C=O)C.CCOC(C)=O. The product is [N:28]([CH2:6][C:7]1([CH3:27])[CH2:12][CH2:11][C:10]([F:26])([S:13]([C:16]2[CH:21]=[CH:20][CH:19]=[C:18]([C:22]([F:25])([F:24])[F:23])[CH:17]=2)(=[O:15])=[O:14])[CH2:9][CH2:8]1)=[N+:29]=[N-:30]. The yield is 0.720. (10) The reactants are [CH:1]([Si:4]([CH:20]([CH3:22])[CH3:21])([CH:17]([CH3:19])[CH3:18])[O:5][C:6]1[CH:11]=[CH:10][C:9]([CH2:12][C:13](OC)=[O:14])=[CH:8][CH:7]=1)([CH3:3])[CH3:2]. The catalyst is C1COCC1.CCOC(C)=O. The product is [CH:17]([Si:4]([CH:1]([CH3:3])[CH3:2])([CH:20]([CH3:22])[CH3:21])[O:5][C:6]1[CH:11]=[CH:10][C:9]([CH2:12][CH2:13][OH:14])=[CH:8][CH:7]=1)([CH3:18])[CH3:19]. The yield is 0.970.